From a dataset of Catalyst prediction with 721,799 reactions and 888 catalyst types from USPTO. Predict which catalyst facilitates the given reaction. (1) Reactant: C(Cl)(=O)C(Cl)=O.CS(C)=O.[C:11]([CH2:13][C:14]1[CH:29]=[CH:28][C:17]([C:18]([NH:20][CH:21]2[CH2:26][CH2:25][CH2:24][CH2:23][C@H:22]2[OH:27])=[O:19])=[CH:16][C:15]=1[O:30][CH3:31])#[N:12]. Product: [C:11]([CH2:13][C:14]1[CH:29]=[CH:28][C:17]([C:18]([NH:20][CH:21]2[CH2:26][CH2:25][CH2:24][CH2:23][C:22]2=[O:27])=[O:19])=[CH:16][C:15]=1[O:30][CH3:31])#[N:12]. The catalyst class is: 4. (2) Reactant: [F:1][C:2]1[C:3]([C:10]2[CH:15]=[CH:14][N:13]=[C:12]([C:16]([F:19])([F:18])[F:17])[CH:11]=2)=[N:4][CH:5]=[C:6]([CH2:8][NH2:9])[CH:7]=1.[C:20]([N:23]1[CH2:28][CH2:27][N:26]([C:29]2[CH:30]=[CH:31][C:32]([C:35](O)=[O:36])=[N:33][CH:34]=2)[CH2:25][CH2:24]1)(=[O:22])[CH3:21].CN(C(ON1N=NC2C=CC=NC1=2)=[N+](C)C)C.F[P-](F)(F)(F)(F)F.CCN(C(C)C)C(C)C. Product: [C:20]([N:23]1[CH2:24][CH2:25][N:26]([C:29]2[CH:30]=[CH:31][C:32]([C:35]([NH:9][CH2:8][C:6]3[CH:7]=[C:2]([F:1])[C:3]([C:10]4[CH:15]=[CH:14][N:13]=[C:12]([C:16]([F:19])([F:17])[F:18])[CH:11]=4)=[N:4][CH:5]=3)=[O:36])=[N:33][CH:34]=2)[CH2:27][CH2:28]1)(=[O:22])[CH3:21]. The catalyst class is: 3.